This data is from Reaction yield outcomes from USPTO patents with 853,638 reactions. The task is: Predict the reaction yield, written as a fraction of the theoretical maximum amount of product (1.0 means a 100% yield; for example, 0.34 means a 34% yield). (1) The reactants are [ClH:1].[CH3:2][N:3]([CH3:15])[CH2:4][CH2:5][CH2:6][C:7]1[CH:8]=[C:9]([NH2:14])[C:10]([CH3:13])=[N:11][CH:12]=1.C(#N)C.Cl.[Cl:20][C:21]([NH2:23])=[NH:22]. The catalyst is C(O)(=O)C. The product is [ClH:20].[ClH:1].[ClH:20].[CH3:15][N:3]([CH3:2])[CH2:4][CH2:5][CH2:6][C:7]1[CH:8]=[C:9]([NH:14][C:21]([NH2:23])=[NH:22])[C:10]([CH3:13])=[N:11][CH:12]=1. The yield is 0.850. (2) The reactants are [CH3:1][O:2][C:3]([CH:5]1[CH2:9][CH:8]([CH2:10][O:11][CH3:12])[CH2:7][N:6]1[C:13]([O:15][C:16]([CH3:19])([CH3:18])[CH3:17])=[O:14])=[O:4].[Li+].[OH-].Cl.BrC[C:25]([C:27]1[CH:32]=[CH:31][C:30]([Br:33])=[CH:29][CH:28]=1)=[O:26].C(N(CC)CC)C. The catalyst is CO. The product is [C:16]([O:15][C:13]([N:6]1[CH2:7][CH:8]([CH2:10][O:11][CH3:12])[CH2:9][CH:5]1[C:3]([O:2][CH2:1][C:25]([C:27]1[CH:32]=[CH:31][C:30]([Br:33])=[CH:29][CH:28]=1)=[O:26])=[O:4])=[O:14])([CH3:19])([CH3:18])[CH3:17]. The yield is 0.970. (3) The catalyst is C(O)(=O)C. The product is [Br:11][C:6]1[C:7]([NH2:10])=[N:8][CH:9]=[C:4]([N+:1]([O-:3])=[O:2])[CH:5]=1. The reactants are [N+:1]([C:4]1[CH:5]=[CH:6][C:7]([NH2:10])=[N:8][CH:9]=1)([O-:3])=[O:2].[Br:11]Br. The yield is 0.320. (4) The reactants are [C:1]([NH:14][CH2:15][CH2:16][CH2:17][CH2:18][C@@H:19]([C:21]([OH:23])=[O:22])[NH2:20])(=[O:13])[CH2:2][CH2:3][CH2:4][CH2:5][CH2:6][CH2:7][CH2:8][CH2:9][CH2:10][CH2:11][CH3:12].CC[O:26][CH2:27][CH3:28].Cl. The catalyst is [OH-].[Na+]. The product is [C:1]([NH:14][CH2:15][CH2:16][CH2:17][CH2:18][C@@H:19]([C:21]([OH:23])=[O:22])[NH:20][C:27](=[O:26])[CH2:28][CH2:16][CH2:17][CH2:18][CH2:19][C:21]([OH:23])=[O:22])(=[O:13])[CH2:2][CH2:3][CH2:4][CH2:5][CH2:6][CH2:7][CH2:8][CH2:9][CH2:10][CH2:11][CH3:12]. The yield is 0.660. (5) The reactants are [BH4-].[Na+].[CH3:3][C:4]1[CH:9]=[C:8]([C:10]([N:12]2[CH2:21][C:20]3[CH:19]=[N:18][N:17]([CH3:22])[C:16]=3[NH:15][C:14]3[CH:23]=[CH:24][CH:25]=[CH:26][C:13]2=3)=[O:11])[CH:7]=[CH:6][C:5]=1[CH2:27][CH2:28][C:29]([N:31]1[CH2:36][CH2:35][C:34](=[O:37])[CH2:33][CH2:32]1)=[O:30]. The catalyst is CO.C(O)(=O)C. The product is [OH:37][CH:34]1[CH2:33][CH2:32][N:31]([C:29](=[O:30])[CH2:28][CH2:27][C:5]2[CH:6]=[CH:7][C:8]([C:10]([N:12]3[CH2:21][C:20]4[CH:19]=[N:18][N:17]([CH3:22])[C:16]=4[NH:15][C:14]4[CH:23]=[CH:24][CH:25]=[CH:26][C:13]3=4)=[O:11])=[CH:9][C:4]=2[CH3:3])[CH2:36][CH2:35]1. The yield is 0.560. (6) The reactants are [NH2:1][C:2]1[C:11]2[C:6](=[CH:7][CH:8]=[CH:9][CH:10]=2)[NH:5][C:4](=[O:12])[C:3]=1[C:13]([O:15]CC1C=CC=CC=1)=[O:14]. The catalyst is CN(C=O)C.[Pd]. The product is [NH2:1][C:2]1[C:11]2[C:6](=[CH:7][CH:8]=[CH:9][CH:10]=2)[NH:5][C:4](=[O:12])[C:3]=1[C:13]([OH:15])=[O:14]. The yield is 0.120. (7) The reactants are [N+:1]([C:4]1[CH:9]=[CH:8][CH:7]=[CH:6][CH:5]=1)([O-:3])=[O:2].[Al+3].[Cl-].[Cl-].[Cl-].[O:14]1[C:18]([C:19](Cl)=[O:20])=[CH:17][CH:16]=[N:15]1.[C:22]([O:25][CH2:26][CH3:27])(=O)C. No catalyst specified. The product is [OH:14][C:18]1[C:17]([C:19]([C:18]2[O:14][N:15]=[CH:16][CH:17]=2)=[O:20])=[CH:16][CH:27]=[C:26]([O:25][CH3:22])[C:19]=1[C:6]1[CH:7]=[CH:8][CH:9]=[C:4]([N+:1]([O-:3])=[O:2])[CH:5]=1. The yield is 0.320. (8) The yield is 0.240. The reactants are [H-].[Al+3].[Li+].[H-].[H-].[H-].[CH2:7]([NH:10][C:11]([C:13]1[NH:14][C:15]2[C:20]([CH:21]=1)=[CH:19][C:18]([NH:22][S:23]([C:26]1[CH:31]=[CH:30][C:29]([CH:32]([CH3:34])[CH3:33])=[CH:28][CH:27]=1)(=[O:25])=[O:24])=[CH:17][CH:16]=2)=O)[CH2:8][CH3:9].O. The catalyst is O1CCCC1. The product is [CH:32]([C:29]1[CH:28]=[CH:27][C:26]([S:23]([NH:22][C:18]2[CH:19]=[C:20]3[C:15](=[CH:16][CH:17]=2)[NH:14][C:13]([CH2:11][NH:10][CH2:7][CH2:8][CH3:9])=[CH:21]3)(=[O:24])=[O:25])=[CH:31][CH:30]=1)([CH3:34])[CH3:33]. (9) The reactants are [CH2:1]([O:3][C:4](=[O:21])[CH2:5][C:6]1[NH:11][C:10]2[CH:12]=[CH:13][C:14]([NH:16][S:17]([CH3:20])(=[O:19])=[O:18])=[CH:15][C:9]=2[S:8][CH:7]=1)[CH3:2].[C:22]([O:26][C:27](O[C:27]([O:26][C:22]([CH3:25])([CH3:24])[CH3:23])=[O:28])=[O:28])([CH3:25])([CH3:24])[CH3:23]. The catalyst is O1CCCC1.CN(C)C1C=CN=CC=1. The product is [CH2:1]([O:3][C:4](=[O:21])[CH2:5][C:6]1[N:11]([C:27]([O:26][C:22]([CH3:25])([CH3:24])[CH3:23])=[O:28])[C:10]2[CH:12]=[CH:13][C:14]([N:16]([S:17]([CH3:20])(=[O:18])=[O:19])[C:27]([O:26][C:22]([CH3:25])([CH3:24])[CH3:23])=[O:28])=[CH:15][C:9]=2[S:8][CH:7]=1)[CH3:2]. The yield is 0.450.